Dataset: Forward reaction prediction with 1.9M reactions from USPTO patents (1976-2016). Task: Predict the product of the given reaction. (1) Given the reactants [CH2:1]([C:4]1[CH:5]=[C:6]2[C:11](=[N:12][CH:13]=1)[N:10]([O:14]CC1C=CC=CC=1)[C:9](=[O:22])[C:8]([C:23]1[CH:28]=[CH:27][CH:26]=[CH:25][CH:24]=1)=[C:7]2[OH:29])[CH:2]=[CH2:3].[BrH:30].CC(O)=O, predict the reaction product. The product is: [Br:30][CH:2]([CH3:3])[CH2:1][C:4]1[CH:5]=[C:6]2[C:11](=[N:12][CH:13]=1)[N:10]([OH:14])[C:9](=[O:22])[C:8]([C:23]1[CH:28]=[CH:27][CH:26]=[CH:25][CH:24]=1)=[C:7]2[OH:29]. (2) Given the reactants [NH2:1][C:2]1[CH:7]=[CH:6][C:5]([N:8]2[C:12]([CH2:13][CH2:14][CH3:15])=[C:11]([C:16]([NH:18][CH:19]3[CH2:21][CH2:20]3)=[O:17])[N:10]=[N:9]2)=[CH:4][CH:3]=1.C(N(CC)CC)C.[CH3:29][N:30]([CH3:34])[C:31](Cl)=[O:32], predict the reaction product. The product is: [CH:19]1([NH:18][C:16]([C:11]2[N:10]=[N:9][N:8]([C:5]3[CH:6]=[CH:7][C:2]([NH:1][C:31]([N:30]([CH3:34])[CH3:29])=[O:32])=[CH:3][CH:4]=3)[C:12]=2[CH2:13][CH2:14][CH3:15])=[O:17])[CH2:20][CH2:21]1.